This data is from Full USPTO retrosynthesis dataset with 1.9M reactions from patents (1976-2016). The task is: Predict the reactants needed to synthesize the given product. (1) Given the product [CH2:17]([N:2]1[CH:3]=[C:4]([B:6]2[O:7][C:8]([CH3:9])([CH3:10])[C:11]([CH3:13])([CH3:12])[O:14]2)[CH:5]=[N:1]1)[CH:16]=[CH2:15], predict the reactants needed to synthesize it. The reactants are: [NH:1]1[CH:5]=[C:4]([B:6]2[O:14][C:11]([CH3:13])([CH3:12])[C:8]([CH3:10])([CH3:9])[O:7]2)[CH:3]=[N:2]1.[CH2:15](Br)[CH:16]=[CH2:17].C[Si]([N-][Si](C)(C)C)(C)C.[Na+]. (2) The reactants are: FC(F)(F)C(O)=O.[F:8][C:9]1[C:10]([C:30]2[N:31]([CH:36]([CH3:38])[CH3:37])[C:32]([CH3:35])=[N:33][CH:34]=2)=[N:11][C:12]([NH:15][CH:16]2[CH2:22][CH2:21][CH2:20][CH2:19][N:18](C(OC(C)(C)C)=O)[CH2:17]2)=[N:13][CH:14]=1. Given the product [F:8][C:9]1[C:10]([C:30]2[N:31]([CH:36]([CH3:38])[CH3:37])[C:32]([CH3:35])=[N:33][CH:34]=2)=[N:11][C:12]([NH:15][CH:16]2[CH2:22][CH2:21][CH2:20][CH2:19][NH:18][CH2:17]2)=[N:13][CH:14]=1, predict the reactants needed to synthesize it. (3) Given the product [CH3:18][O:19][C:20]1[CH:25]=[C:24]([C:2]2[C:10]3[C:5](=[CH:6][CH:7]=[CH:8][CH:9]=3)[NH:4][N:3]=2)[CH:23]=[CH:22][CH:21]=1, predict the reactants needed to synthesize it. The reactants are: I[C:2]1[C:10]2[C:5](=[CH:6][CH:7]=[CH:8][CH:9]=2)[N:4](C(OC(C)(C)C)=O)[N:3]=1.[CH3:18][O:19][C:20]1[CH:21]=[C:22](B(O)O)[CH:23]=[CH:24][CH:25]=1.C(=O)([O-])[O-].[Na+].[Na+]. (4) Given the product [C:20]([NH:24][C:16]([C:13]1[CH:14]=[CH:15][C:10]2[N:11]([CH:19]=[C:8]([C:5]3[CH:4]=[CH:3][C:2]([F:1])=[CH:7][CH:6]=3)[N:9]=2)[CH:12]=1)=[O:18])([CH3:23])([CH3:22])[CH3:21], predict the reactants needed to synthesize it. The reactants are: [F:1][C:2]1[CH:7]=[CH:6][C:5]([C:8]2[N:9]=[C:10]3[CH:15]=[CH:14][C:13]([C:16]([OH:18])=O)=[CH:12][N:11]3[CH:19]=2)=[CH:4][CH:3]=1.[C:20]([NH2:24])([CH3:23])([CH3:22])[CH3:21].CN(C(ON1N=NC2C=CC=NC1=2)=[N+](C)C)C.F[P-](F)(F)(F)(F)F.C(N(CC)CC)C. (5) Given the product [NH2:8][CH:9]1[CH2:10][CH2:11][CH:12]([C:15]([N:17]([CH3:19])[CH3:18])=[O:16])[CH2:13][CH2:14]1.[ClH:1], predict the reactants needed to synthesize it. The reactants are: [ClH:1].C(OC(=O)[NH:8][CH:9]1[CH2:14][CH2:13][CH:12]([C:15]([N:17]([CH3:19])[CH3:18])=[O:16])[CH2:11][CH2:10]1)(C)(C)C. (6) Given the product [N+:21]([C:24]1[CH:25]=[CH:26][C:27]([CH2:28][NH:29][C:5]2[C:4]3[N:8]=[CH:9][N:10]([C:3]=3[N:2]=[CH:1][N:6]=2)[C@@H:11]2[O:15][C@H:14]([CH2:16][OH:17])[C@@H:13]([OH:18])[C@H:12]2[OH:19])=[CH:30][CH:31]=1)([O-:23])=[O:22], predict the reactants needed to synthesize it. The reactants are: [CH:1]1[N:6]=[C:5](Cl)[C:4]2[N:8]=[CH:9][N:10]([C@@H:11]3[O:15][C@H:14]([CH2:16][OH:17])[C@@H:13]([OH:18])[C@H:12]3[OH:19])[C:3]=2[N:2]=1.Cl.[N+:21]([C:24]1[CH:31]=[CH:30][C:27]([CH2:28][NH2:29])=[CH:26][CH:25]=1)([O-:23])=[O:22].C(N(C(C)C)CC)(C)C.